Dataset: Retrosynthesis with 50K atom-mapped reactions and 10 reaction types from USPTO. Task: Predict the reactants needed to synthesize the given product. (1) The reactants are: COC(=O)c1nc(C#N)c2c(Oc3ccccc3)cccc2c1O.NCC(=O)O. Given the product N#Cc1nc(C(=O)NCC(=O)O)c(O)c2cccc(Oc3ccccc3)c12, predict the reactants needed to synthesize it. (2) The reactants are: c1ccc(CN2CCCC23CCN(c2cccnc2)C3)cc1. Given the product c1cncc(N2CCC3(CCCN3)C2)c1, predict the reactants needed to synthesize it. (3) The reactants are: Nc1nc(O)ncc1F.O=S(=O)(Cl)c1ccccc1. Given the product Nc1nc(OS(=O)(=O)c2ccccc2)ncc1F, predict the reactants needed to synthesize it. (4) Given the product CC(C)c1ccc(C(=O)Nc2cc(CC(=O)O)ccc2NC(=O)c2cccc(C#N)c2)cc1, predict the reactants needed to synthesize it. The reactants are: CCOC(=O)Cc1ccc(NC(=O)c2cccc(C#N)c2)c(NC(=O)c2ccc(C(C)C)cc2)c1. (5) Given the product CC(C)(C)OC(=O)N1CC(N2CCN(Cc3ccccc3)CC2)C1, predict the reactants needed to synthesize it. The reactants are: CC(C)(C)OC(=O)N1CC(N)C1.ClCCN(CCCl)Cc1ccccc1. (6) Given the product CCOC(=O)CC1CCC(C#N)(c2ccc(OC)c3c2OCCO3)CC1, predict the reactants needed to synthesize it. The reactants are: CCOC(=O)C=C1CCC(C#N)(c2ccc(OC)c3c2OCCO3)CC1.